From a dataset of Catalyst prediction with 721,799 reactions and 888 catalyst types from USPTO. Predict which catalyst facilitates the given reaction. (1) Reactant: [C:1]([O:5][C:6]([N:8]1[CH2:13][CH2:12][N:11]([C:14]([O:16][C:17]([CH3:20])([CH3:19])[CH3:18])=[O:15])[CH2:10][C@@H:9]1[CH2:21][CH2:22][CH2:23][C:24](O)=[O:25])=[O:7])([CH3:4])([CH3:3])[CH3:2]. Product: [C:1]([O:5][C:6]([N:8]1[CH2:13][CH2:12][N:11]([C:14]([O:16][C:17]([CH3:18])([CH3:19])[CH3:20])=[O:15])[CH2:10][C@@H:9]1[CH2:21][CH2:22][CH2:23][CH2:24][OH:25])=[O:7])([CH3:4])([CH3:3])[CH3:2]. The catalyst class is: 1. (2) Reactant: O1CCCCC1[O:7][CH2:8][C@H:9]1[CH2:15][CH2:14][C:11]2([CH2:13][CH2:12]2)[O:10]1.CC1C=CC(S([O-])(=O)=O)=CC=1.C1C=C[NH+]=CC=1. Product: [OH:7][CH2:8][C@H:9]1[CH2:15][CH2:14][C:11]2([CH2:13][CH2:12]2)[O:10]1. The catalyst class is: 5. (3) Reactant: [C:1]1([C:10]2[CH:15]=[CH:14][CH:13]=[CH:12][CH:11]=2)[CH:6]=[CH:5][C:4]([C:7]([OH:9])=O)=[CH:3][CH:2]=1.C1C=CC2N(O)N=NC=2C=1.CCN=C=NCCCN(C)C.Cl.[CH2:38]([O:40][C:41]([C@@H:43]1[CH2:47][CH2:46][C@H:45]([NH:48][C:49]2[CH:54]=[CH:53][C:52]([C:55](=[NH:58])[NH:56]O)=[CH:51][C:50]=2[CH3:59])[CH2:44]1)=[O:42])[CH3:39]. Product: [CH2:38]([O:40][C:41]([C@@H:43]1[CH2:47][CH2:46][C@H:45]([NH:48][C:49]2[CH:54]=[CH:53][C:52]([C:55]3[N:58]=[C:7]([C:4]4[CH:3]=[CH:2][C:1]([C:10]5[CH:15]=[CH:14][CH:13]=[CH:12][CH:11]=5)=[CH:6][CH:5]=4)[O:9][N:56]=3)=[CH:51][C:50]=2[CH3:59])[CH2:44]1)=[O:42])[CH3:39]. The catalyst class is: 135. (4) Reactant: [C:1]1([C:13]2[CH:18]=[CH:17][CH:16]=[CH:15][CH:14]=2)[CH:6]=[CH:5][C:4]([C:7]2[S:11][C:10]([CH3:12])=[N:9][CH:8]=2)=[CH:3][CH:2]=1.[Br:19]Br.N1C=CC=CC=1. Product: [C:1]1([C:13]2[CH:14]=[CH:15][CH:16]=[CH:17][CH:18]=2)[CH:6]=[CH:5][C:4]([C:7]2[S:11][C:10]([CH3:12])=[N:9][C:8]=2[Br:19])=[CH:3][CH:2]=1. The catalyst class is: 373. (5) The catalyst class is: 2. Product: [Cl:1][C:2]1[C:3]([CH2:4][N:5]2[CH2:25][CH2:24][C:8]3([O:13][CH2:12][CH2:11][N:10]([C:14]([C:16]4[N:17]=[C:18]([CH:21]([CH3:22])[CH3:23])[S:19][CH:20]=4)=[O:15])[CH2:9]3)[CH2:7][CH2:6]2)=[CH:26][CH:27]=[CH:28][C:29]=1[CH2:30][CH:31]=[O:32]. Reactant: [Cl:1][C:2]1[C:29]([CH2:30][CH2:31][OH:32])=[CH:28][CH:27]=[CH:26][C:3]=1[CH2:4][N:5]1[CH2:25][CH2:24][C:8]2([O:13][CH2:12][CH2:11][N:10]([C:14]([C:16]3[N:17]=[C:18]([CH:21]([CH3:23])[CH3:22])[S:19][CH:20]=3)=[O:15])[CH2:9]2)[CH2:7][CH2:6]1.FC(F)(F)C(O)=O.CC(OI1(OC(C)=O)(OC(C)=O)OC(=O)C2C=CC=CC1=2)=O. (6) Reactant: [N:1]1([CH2:7][CH2:8][OH:9])[CH2:6][CH2:5][NH:4][CH2:3][CH2:2]1.[C:10](OC(=O)C)(=[O:12])[CH3:11]. Product: [OH:9][CH2:8][CH2:7][N:1]1[CH2:6][CH2:5][N:4]([C:10](=[O:12])[CH3:11])[CH2:3][CH2:2]1. The catalyst class is: 2. (7) Reactant: [Cl:1][C:2]1[CH:7]=[CH:6][C:5]([C:8]2[S:12][C:11]([C:13](O)=[O:14])=[C:10]([CH:16]=O)[CH:9]=2)=[CH:4][CH:3]=1.O.[NH2:19][NH2:20].Cl.C([O-])(O)=O.[Na+]. Product: [Cl:1][C:2]1[CH:7]=[CH:6][C:5]([C:8]2[S:12][C:11]3[C:13](=[O:14])[NH:19][N:20]=[CH:16][C:10]=3[CH:9]=2)=[CH:4][CH:3]=1. The catalyst class is: 8.